Task: Predict the reaction yield, written as a fraction of the theoretical maximum amount of product (1.0 means a 100% yield; for example, 0.34 means a 34% yield).. Dataset: Reaction yield outcomes from USPTO patents with 853,638 reactions (1) The reactants are [NH2:1][C:2]1[C:3]([Cl:9])=[N:4][CH:5]=[N:6][C:7]=1[Cl:8].[F:10][C:11]([F:20])([F:19])[C:12]1[CH:18]=[CH:17][C:15]([NH2:16])=[CH:14][CH:13]=1.Cl. The catalyst is CCO. The product is [ClH:8].[Cl:9][C:3]1[N:4]=[CH:5][N:6]=[C:7]([NH:16][C:15]2[CH:17]=[CH:18][C:12]([C:11]([F:10])([F:19])[F:20])=[CH:13][CH:14]=2)[C:2]=1[NH2:1]. The yield is 0.700. (2) The reactants are [NH2:1][C:2]1[S:3][C:4]2[C:10]([C:11]3[CH:16]=[CH:15][CH:14]=[CH:13][CH:12]=3)=[CH:9][CH:8]=[C:7]([O:17][CH3:18])[C:5]=2[N:6]=1.[C:19]([N:27]=[C:28]=[S:29])(=[O:26])[C:20]1[CH:25]=[CH:24][CH:23]=[CH:22][CH:21]=1. The catalyst is O1CCOCC1. The product is [C:19]([NH:27][C:28]([NH:1][C:2]1[S:3][C:4]2[C:10]([C:11]3[CH:16]=[CH:15][CH:14]=[CH:13][CH:12]=3)=[CH:9][CH:8]=[C:7]([O:17][CH3:18])[C:5]=2[N:6]=1)=[S:29])(=[O:26])[C:20]1[CH:25]=[CH:24][CH:23]=[CH:22][CH:21]=1. The yield is 0.550. (3) The reactants are [F:1][C:2]1([F:33])[CH2:7][CH2:6][N:5]([C:8]([C:10]2[NH:11][C:12]3[C:17]([CH:18]=2)=[CH:16][C:15]([C:19]([N:21]2[CH2:26][CH2:25][CH:24]([N:27]4[CH2:32][CH2:31][O:30][CH2:29][CH2:28]4)[CH2:23][CH2:22]2)=[O:20])=[CH:14][CH:13]=3)=[O:9])[CH2:4][CH2:3]1.[F:34][C:35]([F:46])([F:45])[C:36]1[CH:37]=[C:38](B(O)O)[CH:39]=[CH:40][CH:41]=1.N1C=CC=CC=1. The catalyst is ClCCl.C([O-])(=O)C.[Cu+2].C([O-])(=O)C. The product is [F:33][C:2]1([F:1])[CH2:3][CH2:4][N:5]([C:8]([C:10]2[N:11]([C:40]3[CH:39]=[CH:38][CH:37]=[C:36]([C:35]([F:46])([F:45])[F:34])[CH:41]=3)[C:12]3[C:17]([CH:18]=2)=[CH:16][C:15]([C:19]([N:21]2[CH2:26][CH2:25][CH:24]([N:27]4[CH2:28][CH2:29][O:30][CH2:31][CH2:32]4)[CH2:23][CH2:22]2)=[O:20])=[CH:14][CH:13]=3)=[O:9])[CH2:6][CH2:7]1. The yield is 0.600. (4) The reactants are [CH3:1][C:2]([C:4]1[CH:9]=[CH:8][C:7](F)=[CH:6][CH:5]=1)=[O:3].[CH2:11]([O:18][C:19]1[CH:20]=[C:21]2[C:26](=[CH:27][CH:28]=1)[CH:25]=[C:24]([OH:29])[CH:23]=[CH:22]2)[C:12]1[CH:17]=[CH:16][CH:15]=[CH:14][CH:13]=1.C(=O)([O-])[O-].[K+].[K+].C(O)(=O)CC(CC(O)=O)(C(O)=O)O. The catalyst is CN(C)C(=O)C. The product is [CH2:11]([O:18][C:19]1[CH:20]=[C:21]2[C:26](=[CH:27][CH:28]=1)[CH:25]=[C:24]([O:29][C:7]1[CH:8]=[CH:9][C:4]([C:2](=[O:3])[CH3:1])=[CH:5][CH:6]=1)[CH:23]=[CH:22]2)[C:12]1[CH:13]=[CH:14][CH:15]=[CH:16][CH:17]=1. The yield is 0.960. (5) The reactants are C([NH:4][C@:5]1([C:22](NC(C)(C)C)=[O:23])[C@@H:9]([CH2:10][CH2:11][CH2:12][B:13]2[O:17]C(C)(C)C(C)(C)[O:14]2)[CH2:8][NH:7][CH2:6]1)(=O)C.C([N:36]1[CH2:40][CH2:39][C:38](=O)[CH2:37]1)(OC(C)(C)C)=O.S([O-])([O-])(=O)=[O:43].[Na+].[Na+].C(O)(=O)C.C(O[BH-](OC(=O)C)OC(=O)C)(=O)C.[Na+].C(=O)([O-])[O-].[Na+].[Na+]. The catalyst is ClCCCl. The product is [NH2:4][C@:5]1([C:22]([OH:23])=[O:43])[C@@H:9]([CH2:10][CH2:11][CH2:12][B:13]([OH:14])[OH:17])[CH2:8][N:7]([CH:38]2[CH2:39][CH2:40][NH:36][CH2:37]2)[CH2:6]1. The yield is 0.810. (6) The reactants are O[C:2]1[CH:3]=[C:4]([NH:8][C:9]2[N:14]=[C:13]([NH:15][C:16]3[CH:21]=[CH:20][CH:19]=[C:18](O)[CH:17]=3)[C:12]([F:23])=[CH:11][N:10]=2)[CH:5]=[CH:6][CH:7]=1.[NH2:24][C:25]1C=C(C=CC=1)C#N.Cl[C:34]1N=C(Cl)C(F)=C[N:35]=1. No catalyst specified. The product is [C:25]([C:2]1[CH:3]=[C:4]([NH:8][C:9]2[N:14]=[C:13]([NH:15][C:16]3[CH:21]=[CH:20][CH:19]=[C:18]([C:34]#[N:35])[CH:17]=3)[C:12]([F:23])=[CH:11][N:10]=2)[CH:5]=[CH:6][CH:7]=1)#[N:24]. The yield is 0.760.